From a dataset of Forward reaction prediction with 1.9M reactions from USPTO patents (1976-2016). Predict the product of the given reaction. (1) Given the reactants [CH2:1]([O:3][C:4]([C:6]1[C:7](=O)[C:8]2[C:13]([C:14]=1[C:15]1[CH:20]=[CH:19][CH:18]=[CH:17][CH:16]=1)=[CH:12][CH:11]=[C:10]([O:21][CH3:22])[CH:9]=2)=[O:5])[CH3:2].[CH:24]([Mg]Cl)([CH3:26])[CH3:25].C1C[O:32]CC1, predict the reaction product. The product is: [CH2:1]([O:3][C:4]([C:6]1[CH:7]([C:24]([OH:32])([CH3:26])[CH3:25])[C:8]2[C:13]([C:14]=1[C:15]1[CH:20]=[CH:19][CH:18]=[CH:17][CH:16]=1)=[CH:12][CH:11]=[C:10]([O:21][CH3:22])[CH:9]=2)=[O:5])[CH3:2]. (2) Given the reactants [N+](C1C=CC(N)=C(N)C=1)([O-])=O.[F:12][C:13]([F:27])([F:26])[C:14]1[NH:15][C:16]2[CH:22]=[C:21]([N+:23]([O-])=O)[CH:20]=[CH:19][C:17]=2[N:18]=1.[N+](C1NC2C=CC=CC=2N=1)([O-])=O, predict the reaction product. The product is: [F:27][C:13]([F:12])([F:26])[C:14]1[NH:15][C:16]2[CH:22]=[C:21]([NH2:23])[CH:20]=[CH:19][C:17]=2[N:18]=1. (3) Given the reactants [CH2:1]([C:11]1[O:20][C:14]2=[N:15][C:16](=[O:19])[NH:17][CH:18]=[C:13]2[CH:12]=1)[CH2:2][CH2:3][CH2:4][CH2:5][CH2:6][CH2:7][CH2:8][CH2:9][CH3:10].C(=O)([O-])[O-].[K+].[K+].[O:27]1[CH2:31][CH2:30][CH:29](OS(C)(=O)=O)[CH2:28]1, predict the reaction product. The product is: [CH2:1]([C:11]1[O:20][C:14]2[N:15]=[C:16]([O:19][CH:29]3[CH2:30][CH2:31][O:27][CH2:28]3)[N:17]=[CH:18][C:13]=2[CH:12]=1)[CH2:2][CH2:3][CH2:4][CH2:5][CH2:6][CH2:7][CH2:8][CH2:9][CH3:10].